Dataset: Catalyst prediction with 721,799 reactions and 888 catalyst types from USPTO. Task: Predict which catalyst facilitates the given reaction. Reactant: CN(C)CCN(C)C.[Li][CH2:10][CH2:11][CH2:12][CH3:13].[Cl:14][C:15]1[N:20]=[C:19]([NH:21][C:22](=[O:28])[O:23][C:24]([CH3:27])([CH3:26])[CH3:25])[CH:18]=[CH:17][CH:16]=1.ClCCCCI. Product: [Cl:14][C:15]1[CH:16]=[CH:17][C:18]2[CH2:13][CH2:12][CH2:11][CH2:10][N:21]([C:22]([O:23][C:24]([CH3:25])([CH3:27])[CH3:26])=[O:28])[C:19]=2[N:20]=1. The catalyst class is: 356.